Dataset: Reaction yield outcomes from USPTO patents with 853,638 reactions. Task: Predict the reaction yield, written as a fraction of the theoretical maximum amount of product (1.0 means a 100% yield; for example, 0.34 means a 34% yield). (1) The reactants are FC(F)(F)C(O)=O.[O:8]1[C:12]2[CH:13]=[CH:14][C:15]([C:17]3([C:20]([NH:22][C:23]4[CH:24]=[C:25]5[C:29](=[CH:30][CH:31]=4)[NH:28][C:27]([C:32]([CH3:43])([CH3:42])[CH2:33][NH:34]C(=O)OC(C)(C)C)=[CH:26]5)=[O:21])[CH2:19][CH2:18]3)=[CH:16][C:11]=2[O:10][CH2:9]1. The catalyst is ClCCl. The product is [NH2:34][CH2:33][C:32]([C:27]1[NH:28][C:29]2[C:25]([CH:26]=1)=[CH:24][C:23]([NH:22][C:20]([C:17]1([C:15]3[CH:14]=[CH:13][C:12]4[O:8][CH2:9][O:10][C:11]=4[CH:16]=3)[CH2:19][CH2:18]1)=[O:21])=[CH:31][CH:30]=2)([CH3:42])[CH3:43]. The yield is 0.860. (2) The reactants are [NH:1]1[C:5]2[CH:6]=[CH:7][CH:8]=[CH:9][C:4]=2[N:3]=[C:2]1[NH:10][C:11]1[CH:16]=[CH:15][C:14]([C:17]2[CH:22]=[CH:21][C:20]([C:23]([C@@H:25]3[CH2:29][CH2:28][CH2:27][C@H:26]3[C:30]([O:32]C)=[O:31])=[O:24])=[CH:19][CH:18]=2)=[CH:13][C:12]=1[F:34].[OH-].[Na+]. The catalyst is CO.C1COCC1. The product is [NH:1]1[C:5]2[CH:6]=[CH:7][CH:8]=[CH:9][C:4]=2[N:3]=[C:2]1[NH:10][C:11]1[CH:16]=[CH:15][C:14]([C:17]2[CH:22]=[CH:21][C:20]([C:23]([C@@H:25]3[CH2:29][CH2:28][CH2:27][C@H:26]3[C:30]([OH:32])=[O:31])=[O:24])=[CH:19][CH:18]=2)=[CH:13][C:12]=1[F:34]. The yield is 0.310. (3) The reactants are Br[C:2]1[CH:7]=[CH:6][C:5]([N+:8]([O-:10])=[O:9])=[CH:4][CH:3]=1.[CH3:11][O:12][C:13]1[CH:19]=[CH:18][C:16]([NH2:17])=[CH:15][CH:14]=1. The catalyst is O1CCOCC1.CCOCC.C([O-])(=O)C.[Pd+2].C([O-])(=O)C.C1C=CC(P(C2C(C3C(P(C4C=CC=CC=4)C4C=CC=CC=4)=CC=C4C=3C=CC=C4)=C3C(C=CC=C3)=CC=2)C2C=CC=CC=2)=CC=1. The product is [CH3:11][O:12][C:13]1[CH:19]=[CH:18][C:16]([NH:17][C:2]2[CH:7]=[CH:6][C:5]([N+:8]([O-:10])=[O:9])=[CH:4][CH:3]=2)=[CH:15][CH:14]=1. The yield is 0.580. (4) The reactants are [Cl:1][C:2]1[CH:8]=[C:7]([Cl:9])[CH:6]=[CH:5][C:3]=1[NH2:4].F[C:11]1[CH:12]=[N:13][CH:14]=[CH:15][C:16]=1[C:17]([OH:19])=[O:18].[Li+].C[Si]([N-][Si](C)(C)C)(C)C. The catalyst is C1COCC1. The product is [Cl:1][C:2]1[CH:8]=[C:7]([Cl:9])[CH:6]=[CH:5][C:3]=1[NH:4][C:15]1[CH:14]=[N:13][CH:12]=[CH:11][C:16]=1[C:17]([OH:19])=[O:18]. The yield is 0.720.